From a dataset of Peptide-MHC class II binding affinity with 134,281 pairs from IEDB. Regression. Given a peptide amino acid sequence and an MHC pseudo amino acid sequence, predict their binding affinity value. This is MHC class II binding data. The peptide sequence is VFTSVGKAVHQVFGGAFR. The MHC is DRB3_0101 with pseudo-sequence DRB3_0101. The binding affinity (normalized) is 0.